The task is: Binary Classification. Given a T-cell receptor sequence (or CDR3 region) and an epitope sequence, predict whether binding occurs between them.. This data is from TCR-epitope binding with 47,182 pairs between 192 epitopes and 23,139 TCRs. (1) The epitope is LLSAGIFGA. The TCR CDR3 sequence is CSVEGSVGESTDTQYF. Result: 0 (the TCR does not bind to the epitope). (2) The epitope is SGPLKAEIAQRLED. The TCR CDR3 sequence is CASSGQSYTEAFF. Result: 0 (the TCR does not bind to the epitope).